This data is from Acute oral toxicity (LD50) regression data from Zhu et al.. The task is: Regression/Classification. Given a drug SMILES string, predict its toxicity properties. Task type varies by dataset: regression for continuous values (e.g., LD50, hERG inhibition percentage) or binary classification for toxic/non-toxic outcomes (e.g., AMES mutagenicity, cardiotoxicity, hepatotoxicity). Dataset: ld50_zhu. (1) The molecule is CC(C)(Oc1ccccc1)C(=O)OCCN1CCOCC1. The rat oral LD50 is 1.57, given as -log10 of the dose in mol/kg body weight (higher means more acutely toxic). (2) The rat oral LD50 is 2.72, given as -log10 of the dose in mol/kg body weight (higher means more acutely toxic). The drug is c1ccc2c(C(CCN3CCOCC3)CCN3CCOCC3)cccc2c1.